Dataset: Peptide-MHC class I binding affinity with 185,985 pairs from IEDB/IMGT. Task: Regression. Given a peptide amino acid sequence and an MHC pseudo amino acid sequence, predict their binding affinity value. This is MHC class I binding data. The peptide sequence is RVYEALYYV. The binding affinity (normalized) is 0.699. The MHC is HLA-C12:03 with pseudo-sequence HLA-C12:03.